Dataset: Catalyst prediction with 721,799 reactions and 888 catalyst types from USPTO. Task: Predict which catalyst facilitates the given reaction. (1) Reactant: [CH2:1]([O:3][C:4]1[CH:9]=[C:8]([N+:10]([O-])=O)[CH:7]=[CH:6][C:5]=1[N:13]1[CH2:18][CH2:17][CH2:16][CH2:15][C:14]1=[O:19])[CH3:2].[H][H]. Product: [NH2:10][C:8]1[CH:7]=[CH:6][C:5]([N:13]2[CH2:18][CH2:17][CH2:16][CH2:15][C:14]2=[O:19])=[C:4]([O:3][CH2:1][CH3:2])[CH:9]=1. The catalyst class is: 123. (2) Reactant: [CH2:1]1[O:25][C:24]2[CH:23]=[CH:22][C:5](/[CH:6]=[CH:7]/[CH2:8][C:9]3[S:10][CH:11]=[CH:12][C:13]=3[S:14](N3C=CC=C3)(=[O:16])=[O:15])=[CH:4][C:3]=2[O:2]1.[OH-].[K+].S(Cl)([Cl:31])(=O)=O. Product: [Cl:31][S:14]([C:13]1[CH:12]=[CH:11][S:10][C:9]=1[CH2:8]/[CH:7]=[CH:6]/[C:5]1[CH:22]=[CH:23][C:24]2[O:25][CH2:1][O:2][C:3]=2[CH:4]=1)(=[O:16])=[O:15]. The catalyst class is: 32. (3) Reactant: [CH:1]1([CH2:4][NH:5][CH2:6][CH2:7][CH2:8][N:9]2[CH2:14][CH2:13][N:12]([CH2:15][CH2:16][CH2:17][NH:18][C:19]3[C:28]4[C:23](=[CH:24][C:25]([Cl:29])=[CH:26][CH:27]=4)[N:22]=[CH:21][CH:20]=3)[CH2:11][CH2:10]2)[CH2:3][CH2:2]1.[CH2:30](Cl)Cl.C(N([CH2:38][CH3:39])CC)C.[BH4-].[Na+]. Product: [CH:1]1([CH2:4][NH:5][CH2:6][CH2:7][CH2:8][N:9]2[CH2:10][CH2:11][N:12]([CH2:15][CH2:16][CH2:17][NH:18][C:19]3[C:28]4[C:23](=[CH:24][C:25]([Cl:29])=[CH:26][CH:27]=4)[N:22]=[CH:21][CH:20]=3)[CH2:13][CH2:14]2)[CH2:3][CH2:2][CH2:39][CH2:38][CH2:30]1. The catalyst class is: 6. (4) The catalyst class is: 2. Product: [Br:8][C:9]1[CH:10]=[C:11]2[C:15](=[CH:16][CH:17]=1)[N:14]([C:27](=[O:28])/[CH:26]=[CH:25]/[C:21]1[CH:22]=[CH:23][CH:24]=[C:19]([Cl:18])[CH:20]=1)[CH2:13][CH2:12]2. Reactant: C(N(CC)CC)C.[Br:8][C:9]1[CH:10]=[C:11]2[C:15](=[CH:16][CH:17]=1)[NH:14][CH2:13][CH2:12]2.[Cl:18][C:19]1[CH:20]=[C:21]([CH:25]=[CH:26][C:27](Cl)=[O:28])[CH:22]=[CH:23][CH:24]=1.O. (5) Product: [CH:9]1([NH:8][C:6]2[C:5]([C:13]3[CH:17]=[CH:16][N:15]([CH3:18])[N:14]=3)=[CH:4][N:3]=[C:2]([C:29]3[CH:28]=[CH:27][CH:26]=[C:25]([C:23]4[CH:22]=[N:21][N:20]([CH3:19])[CH:24]=4)[CH:30]=3)[N:7]=2)[CH2:12][CH2:11][CH2:10]1. Reactant: Cl[C:2]1[N:7]=[C:6]([NH:8][CH:9]2[CH2:12][CH2:11][CH2:10]2)[C:5]([C:13]2[CH:17]=[CH:16][N:15]([CH3:18])[N:14]=2)=[CH:4][N:3]=1.[CH3:19][N:20]1[CH:24]=[C:23]([C:25]2[CH:30]=[CH:29][CH:28]=[C:27](B3OC(C)(C)C(C)(C)O3)[CH:26]=2)[CH:22]=[N:21]1.C(Cl)Cl.C(=O)([O-])[O-].[Cs+].[Cs+]. The catalyst class is: 117. (6) Reactant: [CH2:1]([O:3][C:4](=[O:8])[CH2:5][C:6]#[N:7])[CH3:2].[H-].[Na+].[CH3:11][O:12][C:13](=[O:24])[C:14]1[CH:19]=[CH:18][C:17](F)=[C:16]([N+:21]([O-:23])=[O:22])[CH:15]=1.Cl. Product: [CH3:11][O:12][C:13](=[O:24])[C:14]1[CH:19]=[CH:18][C:17]([CH:5]([C:6]#[N:7])[C:4]([O:3][CH2:1][CH3:2])=[O:8])=[C:16]([N+:21]([O-:23])=[O:22])[CH:15]=1. The catalyst class is: 39. (7) Reactant: Cl.[NH2:2][C@@H:3]1[CH2:7][CH2:6][C@@:5]([C:11]([N:13]2[CH2:18][CH2:17][C:16]([C:20]3[CH:25]=[CH:24][CH:23]=[CH:22][C:21]=3[C:26]([F:29])([F:28])[F:27])([OH:19])[CH2:15][CH2:14]2)=[O:12])([CH:8]([CH3:10])[CH3:9])[CH2:4]1.C[O:31]C1C(=O)CCOC1.C([N:41](CC)CC)C.[C:46](O[BH-](OC(=O)C)OC(=O)C)(=[O:48])C.[Na+].C([O-])(O)=O.[Na+]. Product: [NH4+:2].[OH-:12].[NH4+:41].[OH-:31].[CH3:46][OH:48].[NH2:2][C@@H:3]1[CH2:7][CH2:6][C@@:5]([C:11]([N:13]2[CH2:18][CH2:17][C:16]([C:20]3[CH:25]=[CH:24][CH:23]=[CH:22][C:21]=3[C:26]([F:29])([F:27])[F:28])([OH:19])[CH2:15][CH2:14]2)=[O:12])([CH:8]([CH3:10])[CH3:9])[CH2:4]1. The catalyst class is: 2. (8) Reactant: [CH3:1][C:2]1([CH3:26])[CH2:6][C:5]2[CH:7]=[CH:8][CH:9]=[C:10]([CH2:11][NH:12][C:13]3[CH:18]=[CH:17][CH:16]=[CH:15][C:14]=3[O:19][C:20]3[CH:25]=[CH:24][CH:23]=[CH:22][CH:21]=3)[C:4]=2[O:3]1.[F:27][CH2:28][C:29](Cl)=[O:30]. Product: [CH3:1][C:2]1([CH3:26])[CH2:6][C:5]2[CH:7]=[CH:8][CH:9]=[C:10]([CH2:11][N:12]([C:13]3[CH:18]=[CH:17][CH:16]=[CH:15][C:14]=3[O:19][C:20]3[CH:25]=[CH:24][CH:23]=[CH:22][CH:21]=3)[C:29](=[O:30])[CH2:28][F:27])[C:4]=2[O:3]1. The catalyst class is: 2. (9) Reactant: [CH3:1][O:2][C:3]1[CH:8]=[CH:7][C:6]([NH2:9])=[CH:5][CH:4]=1.Cl.[N:11]([O-])=O.[Na+].[Cl:15][CH2:16][S:17]([CH2:20]C(=O)C)(=[O:19])=[O:18].C([O-])(=O)C.[Na+]. Product: [Cl:15]/[C:16](=[N:11]\[NH:9][C:6]1[CH:7]=[CH:8][C:3]([O:2][CH3:1])=[CH:4][CH:5]=1)/[S:17]([CH3:20])(=[O:19])=[O:18]. The catalyst class is: 283.